From a dataset of Full USPTO retrosynthesis dataset with 1.9M reactions from patents (1976-2016). Predict the reactants needed to synthesize the given product. (1) Given the product [S:31]1[C:35]([C:26]2[N:27]=[C:22]3[CH:21]=[N:20][N:19]([CH2:18][C:16]4[O:15][N:14]=[C:13]([C:4]5[CH:5]=[CH:6][C:7]([C:9]([F:12])([F:11])[F:10])=[CH:8][C:3]=5[C:2]([F:30])([F:29])[F:1])[CH:17]=4)[CH:24]=[C:23]3[N:25]=2)=[CH:34][C:33]2[CH:39]=[CH:40][CH:41]=[CH:42][C:32]1=2, predict the reactants needed to synthesize it. The reactants are: [F:1][C:2]([F:30])([F:29])[C:3]1[CH:8]=[C:7]([C:9]([F:12])([F:11])[F:10])[CH:6]=[CH:5][C:4]=1[C:13]1[CH:17]=[C:16]([CH2:18][N:19]2[CH:24]=[C:23]3[N:25]=[C:26](Br)[N:27]=[C:22]3[CH:21]=[N:20]2)[O:15][N:14]=1.[S:31]1[C:35](B(O)O)=[CH:34][C:33]2[CH:39]=[CH:40][CH:41]=[CH:42][C:32]1=2. (2) Given the product [Br:1][C:2]1[CH:3]=[N:4][C:5]([C:9]2[CH:14]=[CH:13][CH:12]=[CH:11][CH:10]=2)=[N:6][CH:7]=1, predict the reactants needed to synthesize it. The reactants are: [Br:1][C:2]1[CH:3]=[N:4][C:5](I)=[N:6][CH:7]=1.[C:9]1(B(O)O)[CH:14]=[CH:13][CH:12]=[CH:11][CH:10]=1.C(=O)([O-])[O-].[Na+].[Na+]. (3) Given the product [OH:8][C:9]1[C:14]2[NH:15][C:16](=[O:19])[CH2:17][O:18][C:13]=2[C:12]([CH:20]([OH:24])[CH2:21][NH:33][C:30]2([CH2:29][C:28]3[CH:34]=[CH:35][CH:36]=[CH:37][C:27]=3[C:26]([F:25])([F:38])[F:39])[CH2:31][CH2:32]2)=[CH:11][CH:10]=1, predict the reactants needed to synthesize it. The reactants are: C([O:8][C:9]1[C:14]2[NH:15][C:16](=[O:19])[CH2:17][O:18][C:13]=2[C:12]([C:20](=[O:24])[CH:21](O)O)=[CH:11][CH:10]=1)C1C=CC=CC=1.[F:25][C:26]([F:39])([F:38])[C:27]1[CH:37]=[CH:36][CH:35]=[CH:34][C:28]=1[CH2:29][C:30]1([NH2:33])[CH2:32][CH2:31]1.FC(F)(F)C([O-])=O. (4) Given the product [F:1][C:2]1[CH:3]=[C:4]([CH:5]=[C:6]([F:8])[CH:7]=1)[C:9]([C:10](=[C:19]1[NH:23][C:22]2[CH:24]=[CH:25][C:26]([CH:28]=[O:29])=[CH:27][C:21]=2[NH:20]1)[C:11](=[O:12])[C:13]1[CH:18]=[CH:17][CH:16]=[CH:15][CH:14]=1)=[O:30], predict the reactants needed to synthesize it. The reactants are: [F:1][C:2]1[CH:3]=[C:4]([C:9](=[O:30])[C:10](=[C:19]2[NH:23][C:22]3[CH:24]=[CH:25][C:26]([CH2:28][OH:29])=[CH:27][C:21]=3[NH:20]2)[C:11]([C:13]2[CH:18]=[CH:17][CH:16]=[CH:15][CH:14]=2)=[O:12])[CH:5]=[C:6]([F:8])[CH:7]=1.C[N+]1([O-])CCOCC1. (5) Given the product [Br:1][C:2]1[CH:18]=[CH:17][C:5]([CH2:6][N:7]2[C:11]([CH:28]=[O:29])=[C:10]([Cl:21])[N:9]=[C:8]2[CH2:13][CH2:14][CH2:15][CH3:16])=[CH:4][CH:3]=1, predict the reactants needed to synthesize it. The reactants are: [Br:1][C:2]1[CH:18]=[CH:17][C:5]([CH2:6][N:7]2[CH2:11][C:10](=O)[N:9]=[C:8]2[CH2:13][CH2:14][CH2:15][CH3:16])=[CH:4][CH:3]=1.P(Cl)(Cl)([Cl:21])=O.[OH-].[Na+].CN(C)[CH:28]=[O:29]. (6) Given the product [Cl:8][C:9]1[CH:10]=[N:11][C:12]2[C:17]([C:18]=1[OH:19])=[C:16]([Cl:20])[CH:15]=[CH:14][CH:13]=2, predict the reactants needed to synthesize it. The reactants are: S1(CCCC1)(=O)=O.[Cl:8][C:9]1(C(O)=O)[C:18]([OH:19])=[C:17]2[C:12]([CH:13]=[CH:14][CH:15]=[C:16]2[Cl:20])=[N:11][CH2:10]1. (7) Given the product [Cl:1][C:2]1[CH:7]=[CH:6][C:5]([N:8]2[CH2:17][CH2:16][NH:15][CH2:14][CH2:13]2)=[C:4]([O:9][CH3:10])[CH:3]=1.[NH3:8].[CH3:19][OH:20], predict the reactants needed to synthesize it. The reactants are: [Cl:1][C:2]1[CH:7]=[CH:6][C:5]([NH2:8])=[C:4]([O:9][CH3:10])[CH:3]=1.Cl.Cl[CH2:13][CH2:14][NH:15][CH2:16][CH2:17]Cl.[C:19](=O)([O-])[O-:20].[K+].[K+].[I-].[Na+]. (8) Given the product [Br:1][C:2]1[C:10]2[S:9][N:8]=[CH:7][C:6]=2[CH:5]=[C:4]([NH2:11])[CH:3]=1, predict the reactants needed to synthesize it. The reactants are: [Br:1][C:2]1[C:10]2[S:9][N:8]=[CH:7][C:6]=2[CH:5]=[C:4]([N+:11]([O-])=O)[CH:3]=1.Cl. (9) Given the product [NH2:23][C:21]1[N:20]=[CH:19][N:18]=[C:17]2[N:16]([CH:24]3[CH2:29][CH2:28][CH2:27][N:26]([C:45](=[O:46])[CH2:44][C:42]#[N:43])[CH2:25]3)[N:15]=[C:14]([C:11]3[CH:10]=[CH:9][C:8]([O:1][C:2]4[CH:7]=[CH:6][CH:5]=[CH:4][CH:3]=4)=[CH:13][CH:12]=3)[C:22]=12, predict the reactants needed to synthesize it. The reactants are: [O:1]([C:8]1[CH:13]=[CH:12][C:11]([C:14]2[C:22]3[C:17](=[N:18][CH:19]=[N:20][C:21]=3[NH2:23])[N:16]([CH:24]3[CH2:29][CH2:28][CH2:27][NH:26][CH2:25]3)[N:15]=2)=[CH:10][CH:9]=1)[C:2]1[CH:7]=[CH:6][CH:5]=[CH:4][CH:3]=1.C(N1C=CN=C1)(N1C=CN=C1)=O.[C:42]([CH2:44][C:45](O)=[O:46])#[N:43]. (10) The reactants are: [C:1]([O:5][C:6](=[O:22])[C:7]1[CH:12]=[CH:11][C:10]([N+]([O-])=O)=[CH:9][C:8]=1[C:16]1[CH:21]=[CH:20][CH:19]=[CH:18][CH:17]=1)([CH3:4])([CH3:3])[CH3:2].Cl.COC(=O)[C@H:27]([CH2:44][CH2:45][S:46]C)NC(=O)C1C=CC(N)=CC=1C1C=CC=CC=1.[CH3:49][N:50]([CH:52]=O)C. Given the product [C:1]([O:5][C:6](=[O:22])[C:7]1[CH:12]=[CH:11][CH:10]=[C:9]([S:46][C:45]2[CH:49]=[N:50][CH:52]=[CH:27][CH:44]=2)[C:8]=1[C:16]1[CH:21]=[CH:20][CH:19]=[CH:18][CH:17]=1)([CH3:4])([CH3:3])[CH3:2], predict the reactants needed to synthesize it.